From a dataset of Full USPTO retrosynthesis dataset with 1.9M reactions from patents (1976-2016). Predict the reactants needed to synthesize the given product. (1) Given the product [F:12][C:10]1[CH:9]=[C:8]([F:13])[CH:7]=[C:6]2[C:11]=1[C:2]([NH:30][C:29]1[CH:28]=[C:27]([N:31]3[CH2:32][CH2:33][O:34][CH2:35][CH2:36]3)[N:26]=[CH:25][C:24]=1[C:20]1[CH:21]=[N:22][CH:23]=[C:18]([O:17][CH3:16])[CH:19]=1)=[C:3]([CH3:15])[C:4]([CH3:14])=[N:5]2, predict the reactants needed to synthesize it. The reactants are: Cl[C:2]1[C:11]2[C:6](=[CH:7][C:8]([F:13])=[CH:9][C:10]=2[F:12])[N:5]=[C:4]([CH3:14])[C:3]=1[CH3:15].[CH3:16][O:17][C:18]1[CH:19]=[C:20]([C:24]2[CH:25]=[N:26][C:27]([N:31]3[CH2:36][CH2:35][O:34][CH2:33][CH2:32]3)=[CH:28][C:29]=2[NH2:30])[CH:21]=[N:22][CH:23]=1.C1(P(C2CCCCC2)C2C=CC=CC=2C2C(C(C)C)=CC(C(C)C)=CC=2C(C)C)CCCCC1.CC(C)([O-])C.[Na+]. (2) Given the product [CH2:11]([N:6]1[C:5]([CH2:4][C:3]([NH2:16])=[O:2])=[CH:9][C:8]([CH3:10])=[N:7]1)[CH3:12], predict the reactants needed to synthesize it. The reactants are: C[O:2][C:3](=O)[CH2:4][C:5]1[N:6]([CH2:11][CH3:12])[N:7]=[C:8]([CH3:10])[CH:9]=1.CO.[NH3:16].